From a dataset of Forward reaction prediction with 1.9M reactions from USPTO patents (1976-2016). Predict the product of the given reaction. (1) Given the reactants [NH2:1][C:2]1[CH:11]=[CH:10][C:9]([C:12](=[O:29])[C:13]2[CH:18]=[CH:17][C:16]([NH:19]C(=O)C3C=CC=C(Cl)C=3)=[CH:15][CH:14]=2)=[CH:8][C:3]=1[C:4]([O:6][CH3:7])=[O:5].NC1C=CC(C(C2C=CC(F)=C(C=2)C(OC)=O)=O)=CC=1.[C:50](Cl)([O:52][CH2:53][CH:54]1[C:66]2[C:61](=[CH:62][CH:63]=[CH:64][CH:65]=2)[C:60]2[C:55]1=[CH:56][CH:57]=[CH:58][CH:59]=2)=[O:51].N1C=CC=CC=1, predict the reaction product. The product is: [CH:65]1[C:66]2[CH:54]([CH2:53][O:52][C:50]([NH:19][C:16]3[CH:15]=[CH:14][C:13]([C:12]([C:9]4[CH:10]=[CH:11][C:2]([NH2:1])=[C:3]([CH:8]=4)[C:4]([O:6][CH3:7])=[O:5])=[O:29])=[CH:18][CH:17]=3)=[O:51])[C:55]3[C:60](=[CH:59][CH:58]=[CH:57][CH:56]=3)[C:61]=2[CH:62]=[CH:63][CH:64]=1. (2) Given the reactants [C:1]1([C:21]2[CH:26]=[CH:25][CH:24]=[CH:23][CH:22]=2)[CH:6]=[CH:5][C:4]([C:7]([N:9]2[CH2:13][C:12](=[N:14][O:15][CH3:16])[CH2:11][C@H:10]2[C:17](=[N:19][OH:20])[NH2:18])=[O:8])=[CH:3][CH:2]=1.[CH3:27][O:28][CH2:29][C:30](O)=O, predict the reaction product. The product is: [CH3:16][O:15][N:14]=[C:12]1[CH2:11][C@@H:10]([C:17]2[N:18]=[C:30]([CH2:29][O:28][CH3:27])[O:20][N:19]=2)[N:9]([C:7]([C:4]2[CH:3]=[CH:2][C:1]([C:21]3[CH:26]=[CH:25][CH:24]=[CH:23][CH:22]=3)=[CH:6][CH:5]=2)=[O:8])[CH2:13]1. (3) Given the reactants [CH2:1]([O:3][C:4]1[N:8]([CH2:9][C:10]2[CH:15]=[CH:14][C:13]([C:16]3[CH:21]=[CH:20][CH:19]=[CH:18][C:17]=3[C:22](=[N:24][OH:25])[NH2:23])=[CH:12][CH:11]=2)[C:7]2[C:26]([C:30]([OH:32])=[O:31])=[CH:27][CH:28]=[CH:29][C:6]=2[N:5]=1)[CH3:2].C(=O)([O-])[O-].[K+].[K+].[I-].[Na+].Cl[CH2:42][C:43]1[O:44][C:45](=[O:49])[O:46][C:47]=1[CH3:48].Cl, predict the reaction product. The product is: [CH2:1]([O:3][C:4]1[N:8]([CH2:9][C:10]2[CH:11]=[CH:12][C:13]([C:16]3[CH:21]=[CH:20][CH:19]=[CH:18][C:17]=3[C:22](=[N:24][OH:25])[NH2:23])=[CH:14][CH:15]=2)[C:7]2[C:26]([C:30]([O:32][CH2:42][C:43]3[O:44][C:45](=[O:49])[O:46][C:47]=3[CH3:48])=[O:31])=[CH:27][CH:28]=[CH:29][C:6]=2[N:5]=1)[CH3:2].